From a dataset of Forward reaction prediction with 1.9M reactions from USPTO patents (1976-2016). Predict the product of the given reaction. (1) Given the reactants Cl[C:2]1[N:3]=[C:4]([O:29][CH:30]([CH3:32])[CH3:31])[C:5]2[C:10]([C:11]3[CH:20]=[CH:19][C:14]4[N:15]=[C:16]([CH3:18])[O:17][C:13]=4[CH:12]=3)=[CH:9][N:8]([CH2:21][O:22][CH2:23][CH2:24][Si:25]([CH3:28])([CH3:27])[CH3:26])[C:6]=2[N:7]=1.[NH2:33][C:34]1[CH:43]=[CH:42][C:37]([C:38]([NH:40][CH3:41])=[O:39])=[CH:36][C:35]=1[O:44][CH3:45].C1(P(C2C=CC=CC=2)C2C=CC3C(=CC=CC=3)C=2C2C3C(=CC=CC=3)C=CC=2P(C2C=CC=CC=2)C2C=CC=CC=2)C=CC=CC=1.C(=O)([O-])[O-].[Cs+].[Cs+], predict the reaction product. The product is: [CH:30]([O:29][C:4]1[C:5]2[C:10]([C:11]3[CH:20]=[CH:19][C:14]4[N:15]=[C:16]([CH3:18])[O:17][C:13]=4[CH:12]=3)=[CH:9][N:8]([CH2:21][O:22][CH2:23][CH2:24][Si:25]([CH3:28])([CH3:27])[CH3:26])[C:6]=2[N:7]=[C:2]([NH:33][C:34]2[CH:43]=[CH:42][C:37]([C:38]([NH:40][CH3:41])=[O:39])=[CH:36][C:35]=2[O:44][CH3:45])[N:3]=1)([CH3:32])[CH3:31]. (2) Given the reactants [NH2:1][C:2]1[N:7]=[C:6]([C:8]2[CH:16]=[C:15]3[C:11]([C:12]([NH2:17])=[N:13][NH:14]3)=[CH:10][CH:9]=2)[CH:5]=[C:4](S(C)(=O)=O)[N:3]=1.[Cl:22][C:23]1[CH:28]=[CH:27][CH:26]=[CH:25][C:24]=1[CH2:29][CH2:30][NH2:31].CCN(C(C)C)C(C)C, predict the reaction product. The product is: [NH2:17][C:12]1[C:11]2[C:15](=[CH:16][C:8]([C:6]3[N:7]=[C:2]([NH2:1])[N:3]=[C:4]([NH:31][CH2:30][CH2:29][C:24]4[CH:25]=[CH:26][CH:27]=[CH:28][C:23]=4[Cl:22])[CH:5]=3)=[CH:9][CH:10]=2)[NH:14][N:13]=1. (3) The product is: [Br:1][C:2]1[NH:11][C:5]2[N:6]=[CH:7][N:8]=[C:9]([O:13][C:12]3[CH:19]=[CH:18][CH:17]=[C:15]([OH:16])[CH:14]=3)[C:4]=2[CH:3]=1. Given the reactants [Br:1][C:2]1[NH:11][C:5]2[N:6]=[CH:7][N:8]=[C:9](Cl)[C:4]=2[CH:3]=1.[C:12]1([CH:19]=[CH:18][CH:17]=[C:15]([OH:16])[CH:14]=1)[OH:13].C(N(C(C)C)CC)(C)C, predict the reaction product.